From a dataset of Peptide-MHC class I binding affinity with 185,985 pairs from IEDB/IMGT. Regression. Given a peptide amino acid sequence and an MHC pseudo amino acid sequence, predict their binding affinity value. This is MHC class I binding data. The peptide sequence is VNSIQRRTLD. The MHC is H-2-Kb with pseudo-sequence H-2-Kb. The binding affinity (normalized) is 0.0719.